Dataset: Forward reaction prediction with 1.9M reactions from USPTO patents (1976-2016). Task: Predict the product of the given reaction. Given the reactants [C:1]([O:5][C@@H:6]([C:12]1[C:27]([CH3:28])=[CH:26][C:15]2[N:16]=[C:17]([C:19]3[CH:24]=[CH:23][N:22]=[C:21](Cl)[CH:20]=3)[S:18][C:14]=2[C:13]=1[C:29]1[CH:34]=[CH:33][C:32]([Cl:35])=[CH:31][CH:30]=1)[C:7]([O:9][CH2:10][CH3:11])=[O:8])([CH3:4])([CH3:3])[CH3:2].[CH3:36][N:37]1[C:45]2[C:40](=[CH:41][CH:42]=[C:43]([Sn](CCCC)(CCCC)CCCC)[CH:44]=2)[C:39](=[O:59])[N:38]1[CH3:60], predict the reaction product. The product is: [C:1]([O:5][C@@H:6]([C:12]1[C:27]([CH3:28])=[CH:26][C:15]2[N:16]=[C:17]([C:19]3[CH:24]=[CH:23][N:22]=[C:21]([C:43]4[CH:44]=[C:45]5[C:40]([C:39](=[O:59])[N:38]([CH3:60])[N:37]5[CH3:36])=[CH:41][CH:42]=4)[CH:20]=3)[S:18][C:14]=2[C:13]=1[C:29]1[CH:34]=[CH:33][C:32]([Cl:35])=[CH:31][CH:30]=1)[C:7]([O:9][CH2:10][CH3:11])=[O:8])([CH3:2])([CH3:3])[CH3:4].